Dataset: NCI-60 drug combinations with 297,098 pairs across 59 cell lines. Task: Regression. Given two drug SMILES strings and cell line genomic features, predict the synergy score measuring deviation from expected non-interaction effect. (1) Drug 1: CC1=CC=C(C=C1)C2=CC(=NN2C3=CC=C(C=C3)S(=O)(=O)N)C(F)(F)F. Drug 2: C#CCC(CC1=CN=C2C(=N1)C(=NC(=N2)N)N)C3=CC=C(C=C3)C(=O)NC(CCC(=O)O)C(=O)O. Cell line: HCC-2998. Synergy scores: CSS=35.1, Synergy_ZIP=6.72, Synergy_Bliss=6.16, Synergy_Loewe=-22.5, Synergy_HSA=-1.18. (2) Drug 1: CCN(CC)CCCC(C)NC1=C2C=C(C=CC2=NC3=C1C=CC(=C3)Cl)OC. Drug 2: C1C(C(OC1N2C=NC(=NC2=O)N)CO)O. Cell line: EKVX. Synergy scores: CSS=21.6, Synergy_ZIP=-6.96, Synergy_Bliss=-1.38, Synergy_Loewe=0.706, Synergy_HSA=-0.00151. (3) Drug 1: CC1OCC2C(O1)C(C(C(O2)OC3C4COC(=O)C4C(C5=CC6=C(C=C35)OCO6)C7=CC(=C(C(=C7)OC)O)OC)O)O. Drug 2: C1=NC2=C(N1)C(=S)N=C(N2)N. Cell line: COLO 205. Synergy scores: CSS=62.0, Synergy_ZIP=-5.62, Synergy_Bliss=-6.56, Synergy_Loewe=-3.44, Synergy_HSA=-0.742. (4) Drug 1: CNC(=O)C1=CC=CC=C1SC2=CC3=C(C=C2)C(=NN3)C=CC4=CC=CC=N4. Drug 2: CCCCCOC(=O)NC1=NC(=O)N(C=C1F)C2C(C(C(O2)C)O)O. Cell line: NCI-H322M. Synergy scores: CSS=-3.85, Synergy_ZIP=0.610, Synergy_Bliss=0.232, Synergy_Loewe=-3.94, Synergy_HSA=-2.65. (5) Drug 1: C1C(C(OC1N2C=NC3=C(N=C(N=C32)Cl)N)CO)O. Drug 2: C1=CN(C=N1)CC(O)(P(=O)(O)O)P(=O)(O)O. Cell line: EKVX. Synergy scores: CSS=0.612, Synergy_ZIP=-0.916, Synergy_Bliss=-4.25, Synergy_Loewe=-3.88, Synergy_HSA=-4.83. (6) Drug 1: C1C(C(OC1N2C=C(C(=O)NC2=O)F)CO)O. Drug 2: N.N.Cl[Pt+2]Cl. Cell line: HT29. Synergy scores: CSS=26.2, Synergy_ZIP=-9.99, Synergy_Bliss=-0.965, Synergy_Loewe=-7.72, Synergy_HSA=-2.12. (7) Drug 1: CS(=O)(=O)C1=CC(=C(C=C1)C(=O)NC2=CC(=C(C=C2)Cl)C3=CC=CC=N3)Cl. Drug 2: CS(=O)(=O)OCCCCOS(=O)(=O)C. Cell line: SK-MEL-2. Synergy scores: CSS=-5.37, Synergy_ZIP=2.96, Synergy_Bliss=0.897, Synergy_Loewe=-5.91, Synergy_HSA=-5.51.